Dataset: Forward reaction prediction with 1.9M reactions from USPTO patents (1976-2016). Task: Predict the product of the given reaction. (1) Given the reactants [CH3:1][N:2]1[CH:6]=[C:5]([C:7]2[C:8]([C:17]#[N:18])=[CH:9][C:10]3[NH:15][CH2:14][CH2:13][O:12][C:11]=3[CH:16]=2)[CH:4]=[N:3]1.Br[C:20]1[C:24]2[CH2:25][N:26]([C:29]([O:31][C:32]([CH3:35])([CH3:34])[CH3:33])=[O:30])[CH2:27][CH2:28][C:23]=2[N:22]([CH:36]2[CH2:41][CH2:40][O:39][CH2:38][CH2:37]2)[N:21]=1.C(O[Na])(C)(C)C.C1(P(C2CCCCC2)C2C=CC=CC=2C2C(OC(C)C)=CC=CC=2OC(C)C)CCCCC1, predict the reaction product. The product is: [C:17]([C:8]1[C:7]([C:5]2[CH:4]=[N:3][N:2]([CH3:1])[CH:6]=2)=[CH:16][C:11]2[O:12][CH2:13][CH2:14][N:15]([C:20]3[C:24]4[CH2:25][N:26]([C:29]([O:31][C:32]([CH3:34])([CH3:35])[CH3:33])=[O:30])[CH2:27][CH2:28][C:23]=4[N:22]([CH:36]4[CH2:37][CH2:38][O:39][CH2:40][CH2:41]4)[N:21]=3)[C:10]=2[CH:9]=1)#[N:18]. (2) Given the reactants [Cl:1][C:2]1[N:7]=[C:6]([CH2:8][O:9][C:10]2[CH:11]=[C:12]([O:24][C:25]3[CH:30]=[CH:29][C:28]([S:31]([CH3:34])(=[O:33])=[O:32])=[CH:27][CH:26]=3)[CH:13]=[C:14]3[C:18]=2[NH:17][C:16]([C:19]([O:21]CC)=[O:20])=[CH:15]3)[CH:5]=[CH:4][CH:3]=1, predict the reaction product. The product is: [Cl:1][C:2]1[N:7]=[C:6]([CH2:8][O:9][C:10]2[CH:11]=[C:12]([O:24][C:25]3[CH:30]=[CH:29][C:28]([S:31]([CH3:34])(=[O:32])=[O:33])=[CH:27][CH:26]=3)[CH:13]=[C:14]3[C:18]=2[NH:17][C:16]([C:19]([OH:21])=[O:20])=[CH:15]3)[CH:5]=[CH:4][CH:3]=1. (3) The product is: [OH:3][C:4]1[C:9]([C:10]([O:12][CH2:13][CH3:14])=[O:11])=[CH:8][N:7]=[C:6]2[S:15][C:16]([I:1])=[CH:17][C:5]=12. Given the reactants [I:1]I.[OH:3][C:4]1[C:9]([C:10]([O:12][CH2:13][CH3:14])=[O:11])=[CH:8][N:7]=[C:6]2[S:15][CH:16]=[CH:17][C:5]=12, predict the reaction product. (4) Given the reactants C(OC([N:8]1[C:12]2[CH:13]=[CH:14][CH:15]=[CH:16][C:11]=2[NH:10][CH:9]1[O:17][CH:18]1[CH2:25][CH:24]2[CH:20]([CH2:21][C:22](=[O:26])[CH2:23]2)[CH2:19]1)=O)(C)(C)C, predict the reaction product. The product is: [O:26]=[C:22]1[CH2:23][CH:24]2[CH:20]([CH2:19][CH:18]([O:17][C:9]3[NH:10][C:11]4[CH:16]=[CH:15][CH:14]=[CH:13][C:12]=4[N:8]=3)[CH2:25]2)[CH2:21]1. (5) The product is: [C:12]([O:11][C:9]([N:21]1[CH2:20][CH2:19][NH:18][C:17](=[O:16])[CH2:22]1)=[O:10])([CH3:13])([CH3:14])[CH3:15]. Given the reactants [C:12]([O:11][C:9](O[C:9]([O:11][C:12]([CH3:15])([CH3:14])[CH3:13])=[O:10])=[O:10])([CH3:15])([CH3:14])[CH3:13].[O:16]=[C:17]1[CH2:22][NH:21][CH2:20][CH2:19][NH:18]1, predict the reaction product. (6) Given the reactants [Br-:1].[Br-].[Br-].C([N+](C)(C)C)C1C=CC=CC=1.C([N+](C)(C)C)C1C=CC=CC=1.C([N+](C)(C)C)C1C=CC=CC=1.[CH3:37][C:38]([C:40]1[CH:45]=[C:44]([Br:46])[C:43]([OH:47])=[C:42]([Br:48])[CH:41]=1)=[O:39].O, predict the reaction product. The product is: [Br:1][CH2:37][C:38]([C:40]1[CH:41]=[C:42]([Br:48])[C:43]([OH:47])=[C:44]([Br:46])[CH:45]=1)=[O:39].